This data is from Reaction yield outcomes from USPTO patents with 853,638 reactions. The task is: Predict the reaction yield, written as a fraction of the theoretical maximum amount of product (1.0 means a 100% yield; for example, 0.34 means a 34% yield). (1) The reactants are [Br:1][C:2]1[CH:3]=[CH:4][C:5]([OH:10])=[C:6]([CH:9]=1)[CH:7]=O.[NH2:11][CH2:12][CH2:13][OH:14].[BH4-].[Na+].[C:17](O[C:17]([O:19][C:20]([CH3:23])([CH3:22])[CH3:21])=[O:18])([O:19][C:20]([CH3:23])([CH3:22])[CH3:21])=[O:18]. The catalyst is C1COCC1.CO. The product is [C:20]([O:19][C:17](=[O:18])[N:11]([CH2:7][C:6]1[CH:9]=[C:2]([Br:1])[CH:3]=[CH:4][C:5]=1[OH:10])[CH2:12][CH2:13][OH:14])([CH3:23])([CH3:22])[CH3:21]. The yield is 0.980. (2) The reactants are [NH2:1][C:2]1[S:3][CH:4]=[CH:5][N:6]=1.Cl[C:8](=[O:14])[CH2:9][C:10]([O:12]C)=[O:11].[Li+].[OH-].O.Cl. The catalyst is C(Cl)Cl.C1COCC1.O. The product is [O:14]=[C:8]([NH:1][C:2]1[S:3][CH:4]=[CH:5][N:6]=1)[CH2:9][C:10]([OH:12])=[O:11]. The yield is 0.690. (3) The reactants are C(=O)([O-])[O-].[Cs+].[Cs+].[F:7][C:8]1[CH:13]=[CH:12][C:11]([C:14](=[N:20][N:21]2[C:25](=O)[CH2:24][CH2:23][CH:22]2[CH3:27])[CH2:15][C:16]([O:18][CH3:19])=[O:17])=[CH:10][CH:9]=1.C(OCC)(=O)C.O. The catalyst is CN(C)C=O. The product is [F:7][C:8]1[CH:13]=[CH:12][C:11]([C:14]2[C:15]([C:16]([O:18][CH3:19])=[O:17])=[C:25]3[CH2:24][CH2:23][CH:22]([CH3:27])[N:21]3[N:20]=2)=[CH:10][CH:9]=1. The yield is 0.640. (4) The reactants are [NH2:1][C:2]([C:4]1[CH:9]=[C:8]([N+:10]([O-])=O)[CH:7]=[CH:6][C:5]=1[NH:13][C:14](=[O:20])[C:15]([O:17][CH2:18][CH3:19])=[O:16])=[O:3].C1COCC1. The catalyst is [C].[Pd].C(O)C. The product is [NH2:10][C:8]1[CH:7]=[CH:6][C:5]([NH:13][C:14](=[O:20])[C:15]([O:17][CH2:18][CH3:19])=[O:16])=[C:4]([C:2]([NH2:1])=[O:3])[CH:9]=1. The yield is 0.960. (5) The reactants are [Cl:1][C:2]1[CH:3]=[C:4]([CH:19]=[C:20]([O:23][CH:24]([CH3:26])[CH3:25])[C:21]=1[Cl:22])[C:5]([NH:7][C:8]1[CH:17]=[CH:16][C:11]([C:12]([O:14]C)=[O:13])=[C:10]([CH3:18])[CH:9]=1)=[O:6]. The catalyst is CO. The product is [Cl:1][C:2]1[CH:3]=[C:4]([CH:19]=[C:20]([O:23][CH:24]([CH3:26])[CH3:25])[C:21]=1[Cl:22])[C:5]([NH:7][C:8]1[CH:17]=[CH:16][C:11]([C:12]([OH:14])=[O:13])=[C:10]([CH3:18])[CH:9]=1)=[O:6]. The yield is 0.410. (6) The reactants are [CH3:1][O:2][N:3]([CH3:21])[C:4]([CH:6]1[CH2:9][C:8](=[CH:10][C:11]([O:13]CC2C=CC=CC=2)=[O:12])[CH2:7]1)=[O:5]. The catalyst is [Pd].CCO. The product is [CH3:1][O:2][N:3]([CH3:21])[C:4]([CH:6]1[CH2:9][CH:8]([CH2:10][C:11]([OH:13])=[O:12])[CH2:7]1)=[O:5]. The yield is 0.890. (7) The reactants are [CH2:1]([O:5][CH2:6][CH:7]=[CH2:8])[CH:2]1[O:4][CH2:3]1.[H-].[O-2:10].[Al+3].[O-2].[O-2].[Al+3]. The catalyst is C1(C)C=CC=CC=1.O=[Pt]=O. The product is [CH2:1]([O:5][CH2:6][CH:7]1[O:10][CH2:8]1)[CH:2]1[O:4][CH2:3]1. The yield is 0.872.